This data is from Forward reaction prediction with 1.9M reactions from USPTO patents (1976-2016). The task is: Predict the product of the given reaction. (1) Given the reactants [Cl:1][C:2]1[CH:7]=[CH:6][CH:5]=[CH:4][C:3]=1[C:8](=O)[CH2:9][CH2:10][CH2:11][CH2:12][N:13]1[CH2:18][CH2:17][CH:16]([C:19]2[CH:20]=[C:21]([NH:25][C:26](=[O:30])[CH:27]([CH3:29])[CH3:28])[CH:22]=[CH:23][CH:24]=2)[CH2:15][CH2:14]1.Cl.[F:33][C:34]([F:45])([F:44])[O:35][C:36]1[CH:41]=[CH:40][C:39]([NH:42]N)=[CH:38][CH:37]=1, predict the reaction product. The product is: [Cl:1][C:2]1[CH:7]=[CH:6][CH:5]=[CH:4][C:3]=1[C:8]1[NH:42][C:39]2[C:40]([C:9]=1[CH2:10][CH2:11][CH2:12][N:13]1[CH2:14][CH2:15][CH:16]([C:19]3[CH:20]=[C:21]([NH:25][C:26](=[O:30])[CH:27]([CH3:29])[CH3:28])[CH:22]=[CH:23][CH:24]=3)[CH2:17][CH2:18]1)=[CH:41][C:36]([O:35][C:34]([F:33])([F:44])[F:45])=[CH:37][CH:38]=2. (2) Given the reactants [Cl-].[Al+3].[Cl-].[Cl-].CSC.[CH:8]1([N:11]2[C:20]3[C:15](=[CH:16][C:17]([F:31])=[C:18]([O:21][CH2:22][C:23]4[S:24][CH:25]=[C:26]([CH:28]([CH3:30])[CH3:29])[N:27]=4)[CH:19]=3)[C:14](=[O:32])[C:13]([C:33]([O:35]CC)=[O:34])=[C:12]2[N:38]2[CH2:43][CH2:42][O:41][CH2:40][CH2:39]2)[CH2:10][CH2:9]1, predict the reaction product. The product is: [CH:8]1([N:11]2[C:20]3[C:15](=[CH:16][C:17]([F:31])=[C:18]([O:21][CH2:22][C:23]4[S:24][CH:25]=[C:26]([CH:28]([CH3:30])[CH3:29])[N:27]=4)[CH:19]=3)[C:14](=[O:32])[C:13]([C:33]([OH:35])=[O:34])=[C:12]2[N:38]2[CH2:43][CH2:42][O:41][CH2:40][CH2:39]2)[CH2:9][CH2:10]1. (3) Given the reactants [NH2:1][C:2]1[CH:7]=[CH:6][N:5]=[CH:4][CH:3]=1.[Cl:8][C:9]1[CH:14]=[CH:13][CH:12]=[C:11]([Cl:15])[C:10]=1[N:16]=[C:17]=[O:18], predict the reaction product. The product is: [Cl:8][C:9]1[CH:14]=[CH:13][CH:12]=[C:11]([Cl:15])[C:10]=1[NH:16][C:17]([NH:1][C:2]1[CH:7]=[CH:6][N:5]=[CH:4][CH:3]=1)=[O:18]. (4) Given the reactants [CH:1]1[C:6]([C:7]#[N:8])=[CH:5][C:4]2[C:9]([CH2:12][CH2:13][CH2:14][CH2:15][N:16]3[CH2:21][CH2:20][N:19]([C:22]4[CH:23]=[CH:24][C:25]5[O:30][C:29]([C:31]([NH2:33])=[O:32])=[CH:28][C:26]=5[CH:27]=4)[CH2:18][CH2:17]3)=[CH:10][NH:11][C:3]=2[CH:2]=1.[Cl:34]CCl.CC(O)C.Cl, predict the reaction product. The product is: [CH:1]1[C:6]([C:7]#[N:8])=[CH:5][C:4]2[C:9]([CH2:12][CH2:13][CH2:14][CH2:15][N:16]3[CH2:17][CH2:18][N:19]([C:22]4[CH:23]=[CH:24][C:25]5[O:30][C:29]([C:31]([NH2:33])=[O:32])=[CH:28][C:26]=5[CH:27]=4)[CH2:20][CH2:21]3)=[CH:10][NH:11][C:3]=2[CH:2]=1.[ClH:34]. (5) Given the reactants [Cl:1][C:2]1[CH:7]=[CH:6][C:5]([C:8]2[C:17](=[O:18])[C:16]3[C:11](=[CH:12][C:13](F)=[CH:14][CH:15]=3)[O:10][C:9]=2[CH:20]([CH3:22])[CH3:21])=[CH:4][CH:3]=1.[N-:23]=[N+:24]=[N-:25].[Na+], predict the reaction product. The product is: [N:23]([C:13]1[CH:12]=[C:11]2[C:16]([C:17](=[O:18])[C:8]([C:5]3[CH:6]=[CH:7][C:2]([Cl:1])=[CH:3][CH:4]=3)=[C:9]([CH:20]([CH3:22])[CH3:21])[O:10]2)=[CH:15][CH:14]=1)=[N+:24]=[N-:25]. (6) Given the reactants [CH2:1]([O:8][N:9]([CH2:12][CH:13]1[CH:17]([CH2:18][CH2:19][CH2:20][CH3:21])[CH2:16][N:15]([CH2:22][C:23]2[CH:28]=[CH:27][C:26]([OH:29])=[CH:25][CH:24]=2)[C:14]1=[O:30])[CH:10]=[O:11])[C:2]1[CH:7]=[CH:6][CH:5]=[CH:4][CH:3]=1.[O:31]1[CH:35]=[CH:34][CH:33]=[C:32]1[CH2:36]O.C1(P(C2C=CC=CC=2)C2C=CC=CC=2)C=CC=CC=1.N(C(OCC)=O)=NC(OCC)=O, predict the reaction product. The product is: [CH2:1]([O:8][N:9]([CH2:12][CH:13]1[CH:17]([CH2:18][CH2:19][CH2:20][CH3:21])[CH2:16][N:15]([CH2:22][C:23]2[CH:28]=[CH:27][C:26]([O:29][CH2:36][C:32]3[O:31][CH:35]=[CH:34][CH:33]=3)=[CH:25][CH:24]=2)[C:14]1=[O:30])[CH:10]=[O:11])[C:2]1[CH:7]=[CH:6][CH:5]=[CH:4][CH:3]=1. (7) Given the reactants [NH2:1][C:2]1[CH:3]=[C:4]([CH:8]=[CH:9][CH:10]=1)[C:5]([NH2:7])=[O:6].C1N=CN([C:16](N2C=NC=C2)=[O:17])C=1.Cl.Cl.[CH3:25][N:26]1[CH2:31][CH2:30][C:29]2[N:32]=[C:33]([NH:35][C:36](=[O:48])[C:37]3[CH:42]=[CH:41][CH:40]=[C:39]([CH:43]4[CH2:47][CH2:46][CH2:45][NH:44]4)[CH:38]=3)[S:34][C:28]=2[CH2:27]1.[C:49]([OH:55])([C:51]([F:54])([F:53])[F:52])=[O:50], predict the reaction product. The product is: [F:52][C:51]([F:54])([F:53])[C:49]([OH:55])=[O:50].[C:5]([C:4]1[CH:3]=[C:2]([NH:1][C:16]([N:44]2[CH2:45][CH2:46][CH2:47][CH:43]2[C:39]2[CH:40]=[CH:41][CH:42]=[C:37]([C:36](=[O:48])[NH:35][C:33]3[S:34][C:28]4[CH2:27][N:26]([CH3:25])[CH2:31][CH2:30][C:29]=4[N:32]=3)[CH:38]=2)=[O:17])[CH:10]=[CH:9][CH:8]=1)(=[O:6])[NH2:7].